From a dataset of Full USPTO retrosynthesis dataset with 1.9M reactions from patents (1976-2016). Predict the reactants needed to synthesize the given product. (1) Given the product [C:12]([O:11][C:9](=[O:10])[NH:23][CH2:22][C@@H:20]1[C@@H:19]([CH2:24][S:25][CH3:26])[O:18][C:17]([CH3:27])([CH3:16])[O:21]1)([CH3:13])([CH3:14])[CH3:15], predict the reactants needed to synthesize it. The reactants are: [C:9](O[C:9]([O:11][C:12]([CH3:15])([CH3:14])[CH3:13])=[O:10])([O:11][C:12]([CH3:15])([CH3:14])[CH3:13])=[O:10].[CH3:16][C:17]1([CH3:27])[O:21][C@H:20]([CH2:22][NH2:23])[C@@H:19]([CH2:24][S:25][CH3:26])[O:18]1.CO. (2) The reactants are: [Cl:1][C:2]1[N:6]2[CH2:7][CH2:8][N:9]([C:11]([C:13]3[CH:18]=[CH:17][CH:16]=[C:15]([C:19]([F:22])([F:21])[F:20])[C:14]=3[Cl:23])=[O:12])[CH2:10][C:5]2=[N:4][CH:3]=1.C1C(=O)N([Cl:31])C(=O)C1. Given the product [Cl:31][C:3]1[N:4]=[C:5]2[CH2:10][N:9]([C:11]([C:13]3[CH:18]=[CH:17][CH:16]=[C:15]([C:19]([F:21])([F:22])[F:20])[C:14]=3[Cl:23])=[O:12])[CH2:8][CH2:7][N:6]2[C:2]=1[Cl:1], predict the reactants needed to synthesize it. (3) Given the product [C:37]([NH:36][CH2:35][CH2:34][S:33][CH2:31][C:20]1[N:19]=[C:18]([N:16]2[CH2:17][CH:14]([C:12](=[O:13])[NH:11][S:8]([CH2:1][C:2]3[CH:7]=[CH:6][CH:5]=[CH:4][CH:3]=3)(=[O:10])=[O:9])[CH2:15]2)[C:28]([C:29]#[N:30])=[CH:27][C:21]=1[C:22]([O:24][CH2:25][CH3:26])=[O:23])(=[O:39])[CH3:38], predict the reactants needed to synthesize it. The reactants are: [CH2:1]([S:8]([NH:11][C:12]([CH:14]1[CH2:17][N:16]([C:18]2[C:28]([C:29]#[N:30])=[CH:27][C:21]([C:22]([O:24][CH2:25][CH3:26])=[O:23])=[C:20]([CH2:31]Cl)[N:19]=2)[CH2:15]1)=[O:13])(=[O:10])=[O:9])[C:2]1[CH:7]=[CH:6][CH:5]=[CH:4][CH:3]=1.[SH:33][CH2:34][CH2:35][NH:36][C:37](=[O:39])[CH3:38]. (4) Given the product [C:1]([O:5][C:6]([N:8]1[CH2:18][CH2:17][CH:11]([CH2:12][OH:13])[CH2:10][CH2:9]1)=[O:7])([CH3:4])([CH3:3])[CH3:2], predict the reactants needed to synthesize it. The reactants are: [C:1]([O:5][C:6]([N:8]1[CH2:18][CH2:17][CH:11]([C:12](OCC)=[O:13])[CH2:10][CH2:9]1)=[O:7])([CH3:4])([CH3:3])[CH3:2].[H-].[Al+3].[Li+].[H-].[H-].[H-].O.O.O.O.O.O.O.O.O.O.S([O-])([O-])(=O)=O.[Na+].[Na+].